Dataset: Forward reaction prediction with 1.9M reactions from USPTO patents (1976-2016). Task: Predict the product of the given reaction. (1) Given the reactants O[CH2:2][CH2:3][N:4]1[CH2:27][CH2:26][C:7]2[N:8]([CH2:15][C:16]3[CH:25]=[CH:24][C:19]([C:20]([O:22][CH3:23])=[O:21])=[CH:18][CH:17]=3)[C:9]3[CH:10]=[CH:11][CH:12]=[CH:13][C:14]=3[C:6]=2[C:5]1=[O:28].CCN(C(C)C)C(C)C.CS(Cl)(=O)=O.[NH:43]1[CH2:48][CH2:47][O:46][CH2:45][CH2:44]1, predict the reaction product. The product is: [O:46]1[CH2:47][CH2:48][N:43]([CH2:2][CH2:3][N:4]2[CH2:27][CH2:26][C:7]3[N:8]([CH2:15][C:16]4[CH:25]=[CH:24][C:19]([C:20]([O:22][CH3:23])=[O:21])=[CH:18][CH:17]=4)[C:9]4[CH:10]=[CH:11][CH:12]=[CH:13][C:14]=4[C:6]=3[C:5]2=[O:28])[CH2:44][CH2:45]1. (2) Given the reactants [CH2:1]([O:9][C:10]1[CH:15]=[CH:14][C:13]([CH:16]2[O:21][CH2:20][CH2:19][NH:18][CH2:17]2)=[CH:12][CH:11]=1)[CH2:2][CH2:3][CH2:4][CH2:5][CH2:6][CH2:7][CH3:8].Cl[CH2:23][CH2:24][O:25][CH:26]1[CH2:31][CH2:30][CH2:29][CH2:28][O:27]1.C([O-])([O-])=O.[K+].[K+].[Na+].[I-], predict the reaction product. The product is: [CH2:1]([O:9][C:10]1[CH:11]=[CH:12][C:13]([CH:16]2[O:21][CH2:20][CH2:19][N:18]([CH2:23][CH2:24][O:25][CH:26]3[CH2:31][CH2:30][CH2:29][CH2:28][O:27]3)[CH2:17]2)=[CH:14][CH:15]=1)[CH2:2][CH2:3][CH2:4][CH2:5][CH2:6][CH2:7][CH3:8]. (3) Given the reactants [Br:1][C:2]1[C:3]([NH2:9])=[N:4][CH:5]=[C:6](I)[CH:7]=1.[CH3:10][O:11][C:12]1[CH:13]=[C:14](B(O)O)[CH:15]=[CH:16][C:17]=1[O:18][CH3:19].C(=O)([O-])[O-].[K+].[K+].[Cl-].[NH4+], predict the reaction product. The product is: [Br:1][C:2]1[C:3]([NH2:9])=[N:4][CH:5]=[C:6]([C:15]2[CH:14]=[CH:13][C:12]([O:11][CH3:10])=[C:17]([O:18][CH3:19])[CH:16]=2)[CH:7]=1. (4) Given the reactants O.NN.[CH2:4]([O:11][C:12]1[CH:17]=[CH:16][C:15]([N+:18]([O-])=O)=[CH:14][C:13]=1[F:21])[C:5]1[CH:10]=[CH:9][CH:8]=[CH:7][CH:6]=1, predict the reaction product. The product is: [CH2:4]([O:11][C:12]1[CH:17]=[CH:16][C:15]([NH2:18])=[CH:14][C:13]=1[F:21])[C:5]1[CH:6]=[CH:7][CH:8]=[CH:9][CH:10]=1.